This data is from Catalyst prediction with 721,799 reactions and 888 catalyst types from USPTO. The task is: Predict which catalyst facilitates the given reaction. (1) Reactant: [CH3:1][O:2][C:3]1[CH:8]=[CH:7][C:6]([CH3:9])=[CH:5][C:4]=1[NH:10][C:11](=[O:28])[NH:12][C:13]1[CH:18]=[CH:17][C:16]([N:19]2[CH2:24][CH2:23][CH:22]([C:25](O)=[O:26])[CH2:21][CH2:20]2)=[CH:15][CH:14]=1.[Cl:29][C:30]1[CH:36]=[CH:35][CH:34]=[C:33]([CH3:37])[C:31]=1[NH2:32].CCCP1(OP(CCC)(=O)OP(CCC)(=O)O1)=O.C(N(CC)CC)C. Product: [Cl:29][C:30]1[CH:36]=[CH:35][CH:34]=[C:33]([CH3:37])[C:31]=1[NH:32][C:25]([CH:22]1[CH2:23][CH2:24][N:19]([C:16]2[CH:15]=[CH:14][C:13]([NH:12][C:11]([NH:10][C:4]3[CH:5]=[C:6]([CH3:9])[CH:7]=[CH:8][C:3]=3[O:2][CH3:1])=[O:28])=[CH:18][CH:17]=2)[CH2:20][CH2:21]1)=[O:26]. The catalyst class is: 566. (2) Reactant: [CH2:1]([O:3][CH2:4][C:5]1[N:6]([CH2:18][C:19]2([NH:25]C(=O)OC(C)(C)C)[CH2:24][CH2:23][CH2:22][CH2:21][CH2:20]2)[C:7]2[C:16]3[CH:15]=[CH:14][CH:13]=[CH:12][C:11]=3[N:10]=[CH:9][C:8]=2[N:17]=1)[CH3:2].Cl. Product: [CH2:1]([O:3][CH2:4][C:5]1[N:6]([CH2:18][C:19]2([NH2:25])[CH2:24][CH2:23][CH2:22][CH2:21][CH2:20]2)[C:7]2[C:16]3[CH:15]=[CH:14][CH:13]=[CH:12][C:11]=3[N:10]=[CH:9][C:8]=2[N:17]=1)[CH3:2]. The catalyst class is: 8. (3) Reactant: C(OC([NH:8][C@@H:9]1[CH2:14][CH2:13][CH2:12][N:11]([CH2:15][CH2:16][O:17][C:18](=[O:23])[C:19]([CH3:22])([CH3:21])[CH3:20])[CH2:10]1)=O)(C)(C)C.C(O)(C(F)(F)F)=O.C1(C)C=CC=CC=1. Product: [NH2:8][C@@H:9]1[CH2:14][CH2:13][CH2:12][N:11]([CH2:15][CH2:16][O:17][C:18](=[O:23])[C:19]([CH3:21])([CH3:20])[CH3:22])[CH2:10]1. The catalyst class is: 2. (4) Reactant: [CH:1]([C:4]1[CH:12]=[CH:11][C:10]2[NH:9][C:8]3[CH2:13][CH2:14][N:15]([CH3:17])[CH2:16][C:7]=3[C:6]=2[CH:5]=1)([CH3:3])[CH3:2].[F:18][C:19]([F:30])([F:29])[C:20]1[C:25]([CH:26]=[CH2:27])=[CH:24][N:23]=[C:22]([CH3:28])[CH:21]=1.[OH-].[K+]. Product: [F:30][C:19]([F:18])([F:29])[C:20]1[CH:21]=[C:22]([CH3:28])[N:23]=[CH:24][C:25]=1[CH2:26][CH2:27][N:9]1[C:10]2[CH:11]=[CH:12][C:4]([CH:1]([CH3:3])[CH3:2])=[CH:5][C:6]=2[C:7]2[CH2:16][N:15]([CH3:17])[CH2:14][CH2:13][C:8]1=2. The catalyst class is: 37. (5) The catalyst class is: 461. Reactant: Br[C:2]1[CH:7]=[CH:6][CH:5]=[C:4]([Br:8])[CH:3]=1.[C:9]([O-:12])([O-])=O.[Na+].[Na+].[C:15]1(C)[CH:20]=[CH:19][CH:18]=[CH:17][CH:16]=1. Product: [Br:8][C:4]1[CH:3]=[C:2]([C:15]2[CH:20]=[CH:19][CH:18]=[CH:17][C:16]=2[O:12][CH3:9])[CH:7]=[CH:6][CH:5]=1. (6) Product: [O:27]1[C:31]2[CH:32]=[CH:33][CH:34]=[CH:35][C:30]=2[C:29]([NH:36][C:37]([N:39]2[CH2:44][CH2:43][N:42]([C:2]3[S:6][N:5]=[C:4]([N:7]4[CH2:12][CH2:11][N:10]([C:13]([O:15][C:16]([CH3:19])([CH3:18])[CH3:17])=[O:14])[CH2:9][CH2:8]4)[N:3]=3)[CH2:41][CH2:40]2)=[O:38])=[N:28]1. The catalyst class is: 9. Reactant: Cl[C:2]1[S:6][N:5]=[C:4]([N:7]2[CH2:12][CH2:11][N:10]([C:13]([O:15][C:16]([CH3:19])([CH3:18])[CH3:17])=[O:14])[CH2:9][CH2:8]2)[N:3]=1.FC(F)(F)C(O)=O.[O:27]1[C:31]2[CH:32]=[CH:33][CH:34]=[CH:35][C:30]=2[C:29]([NH:36][C:37]([N:39]2[CH2:44][CH2:43][NH:42][CH2:41][CH2:40]2)=[O:38])=[N:28]1.C(N(CC)CC)C.O.